Predict the reaction yield, written as a fraction of the theoretical maximum amount of product (1.0 means a 100% yield; for example, 0.34 means a 34% yield). From a dataset of Reaction yield outcomes from USPTO patents with 853,638 reactions. (1) The reactants are Cl[C:2]1[N:7]=[C:6]([NH:8][CH2:9][CH2:10][CH3:11])[N:5]=[C:4]([NH:12][CH2:13][CH2:14][CH3:15])[N:3]=1.Cl.[CH2:17]([O:20][NH2:21])[CH:18]=[CH2:19].[OH-].[Na+]. The catalyst is O1CCOCC1.O. The product is [CH2:17]([O:20][NH:21][C:2]1[N:7]=[C:6]([NH:8][CH2:9][CH2:10][CH3:11])[N:5]=[C:4]([NH:12][CH2:13][CH2:14][CH3:15])[N:3]=1)[CH:18]=[CH2:19]. The yield is 0.880. (2) The reactants are [N:1]([CH2:4][CH2:5][CH2:6][C:7]1([O:13][Si:14]([C:17]([CH3:20])([CH3:19])[CH3:18])([CH3:16])[CH3:15])[CH2:12][CH2:11][CH2:10][CH2:9][CH2:8]1)=[N+]=[N-]. The catalyst is [Pd].C(O)C. The product is [Si:14]([O:13][C:7]1([CH2:6][CH2:5][CH2:4][NH2:1])[CH2:12][CH2:11][CH2:10][CH2:9][CH2:8]1)([C:17]([CH3:20])([CH3:19])[CH3:18])([CH3:16])[CH3:15]. The yield is 1.02. (3) The reactants are [CH3:1][C:2]1[CH:3]=[C:4]([NH:9][C:10]2[CH:11]=[C:12]([CH:15]=[CH:16][C:17]=2[N+:18]([O-])=O)[C:13]#[N:14])[CH:5]=[CH:6][C:7]=1[CH3:8].[O-]S(S([O-])=O)=O.[Na+].[Na+]. The catalyst is CCO.O. The product is [NH2:18][C:17]1[CH:16]=[CH:15][C:12]([C:13]#[N:14])=[CH:11][C:10]=1[NH:9][C:4]1[CH:5]=[CH:6][C:7]([CH3:8])=[C:2]([CH3:1])[CH:3]=1. The yield is 0.910. (4) The product is [Cl:1][C:2]1[CH:11]=[C:10]([F:12])[C:9]([N:13]2[CH:17]=[CH:16][CH:15]=[N:14]2)=[CH:8][C:3]=1[C:4]([NH2:18])=[O:5]. The yield is 0.740. The reactants are [Cl:1][C:2]1[CH:11]=[C:10]([F:12])[C:9]([N:13]2[CH:17]=[CH:16][CH:15]=[N:14]2)=[CH:8][C:3]=1[C:4](OC)=[O:5].[NH3:18]. The catalyst is CO. (5) The reactants are [C:1]1([C@H:13]2[CH2:18][CH2:17][C@H:16]([NH:19]C(=O)OCC3C=CC=CC=3)[CH2:15][CH2:14]2)[N:2]=[N:3][N:4]2[C:9]=1[C:8]1[CH:10]=[CH:11][NH:12][C:7]=1[N:6]=[CH:5]2.CO.C(Cl)(Cl)Cl. The catalyst is C(O)C.C(Cl)(Cl)Cl.[C].[Pd]. The product is [C:1]1([C@H:13]2[CH2:14][CH2:15][C@H:16]([NH2:19])[CH2:17][CH2:18]2)[N:2]=[N:3][N:4]2[C:9]=1[C:8]1[CH:10]=[CH:11][NH:12][C:7]=1[N:6]=[CH:5]2. The yield is 0.0800.